Dataset: Peptide-MHC class II binding affinity with 134,281 pairs from IEDB. Task: Regression. Given a peptide amino acid sequence and an MHC pseudo amino acid sequence, predict their binding affinity value. This is MHC class II binding data. (1) The peptide sequence is RAEIIKMMESARPEEVSFQ. The MHC is DRB1_0401 with pseudo-sequence DRB1_0401. The binding affinity (normalized) is 0.311. (2) The peptide sequence is HTVMPLSAPTLVPQE. The MHC is DRB1_1501 with pseudo-sequence DRB1_1501. The binding affinity (normalized) is 0.593. (3) The peptide sequence is SIRAANVMAASLRKA. The MHC is DRB1_0404 with pseudo-sequence DRB1_0404. The binding affinity (normalized) is 0.763. (4) The peptide sequence is NCPNLSPREEPDDID. The MHC is DRB1_0301 with pseudo-sequence DRB1_0301. The binding affinity (normalized) is 0. (5) The peptide sequence is AGCQTYKWETFLTSE. The MHC is DRB1_1602 with pseudo-sequence DRB1_1602. The binding affinity (normalized) is 0.262. (6) The peptide sequence is NHVIQSVRRLYPKIF. The MHC is DRB1_0701 with pseudo-sequence DRB1_0701. The binding affinity (normalized) is 0.663.